This data is from Peptide-MHC class II binding affinity with 134,281 pairs from IEDB. The task is: Regression. Given a peptide amino acid sequence and an MHC pseudo amino acid sequence, predict their binding affinity value. This is MHC class II binding data. (1) The binding affinity (normalized) is 0.333. The MHC is HLA-DQA10501-DQB10301 with pseudo-sequence HLA-DQA10501-DQB10301. The peptide sequence is IMRIKKLTITGKGTL. (2) The peptide sequence is FLHATDLLPAC. The MHC is HLA-DQA10501-DQB10301 with pseudo-sequence HLA-DQA10501-DQB10301. The binding affinity (normalized) is 0.0896. (3) The peptide sequence is GVLACAIATHAKIRD. The MHC is HLA-DPA10201-DPB10101 with pseudo-sequence HLA-DPA10201-DPB10101. The binding affinity (normalized) is 0.444. (4) The peptide sequence is GSRSLTDLLRALGAQ. The MHC is DRB1_0901 with pseudo-sequence DRB1_0901. The binding affinity (normalized) is 0.0487.